This data is from Full USPTO retrosynthesis dataset with 1.9M reactions from patents (1976-2016). The task is: Predict the reactants needed to synthesize the given product. Given the product [Cl:1][C:2]1[CH:3]=[C:4]([CH:7]=[C:8]([Br:14])[C:9]=1[NH:10][CH2:11][CH2:12][CH3:13])[C:5]#[N:6], predict the reactants needed to synthesize it. The reactants are: [Cl:1][C:2]1[CH:3]=[C:4]([CH:7]=[CH:8][C:9]=1[NH:10][CH2:11][CH2:12][CH3:13])[C:5]#[N:6].[Br:14]Br.